From a dataset of Full USPTO retrosynthesis dataset with 1.9M reactions from patents (1976-2016). Predict the reactants needed to synthesize the given product. (1) Given the product [CH2:22]([C:29]1[O:33][C:32]([NH:34][C:4](=[O:6])[C:3]2[CH:7]=[CH:8][C:9]([S:18]([CH3:21])(=[O:20])=[O:19])=[C:10]([CH2:11][O:12][CH2:13][C:14]([F:17])([F:16])[F:15])[C:2]=2[Cl:1])=[N:31][N:30]=1)[C:23]1[CH:24]=[CH:25][CH:26]=[CH:27][CH:28]=1, predict the reactants needed to synthesize it. The reactants are: [Cl:1][C:2]1[C:10]([CH2:11][O:12][CH2:13][C:14]([F:17])([F:16])[F:15])=[C:9]([S:18]([CH3:21])(=[O:20])=[O:19])[CH:8]=[CH:7][C:3]=1[C:4]([OH:6])=O.[CH2:22]([C:29]1[O:33][C:32]([NH2:34])=[N:31][N:30]=1)[C:23]1[CH:28]=[CH:27][CH:26]=[CH:25][CH:24]=1.C(P1(=O)OP(=O)(CCC)OP(=O)(CCC)O1)CC.C(N(CC)CC)C. (2) Given the product [NH2:20][CH2:3][C@@H:2]([OH:1])[C@@H:4]([NH:12][C:13](=[O:19])[O:14][C:15]([CH3:18])([CH3:17])[CH3:16])[CH2:5][C:6]1[CH:11]=[CH:10][CH:9]=[CH:8][CH:7]=1, predict the reactants needed to synthesize it. The reactants are: [O:1]1[CH2:3][C@@H:2]1[C@@H:4]([NH:12][C:13](=[O:19])[O:14][C:15]([CH3:18])([CH3:17])[CH3:16])[CH2:5][C:6]1[CH:11]=[CH:10][CH:9]=[CH:8][CH:7]=1.[NH4+:20].[OH-]. (3) Given the product [CH3:1][O:2][C:3]([C:5]1[S:6][C:7]([C:11]#[C:12][C:13]([CH3:16])([CH3:15])[CH3:14])=[CH:8][C:9]=1[N:34]1[CH:29]([CH:23]2[CH2:28][CH2:27][CH2:26][CH2:25][CH2:24]2)[CH2:30][O:31][C@H:32]([CH2:36][CH2:37][CH2:38][OH:39])[C:33]1=[O:35])=[O:4], predict the reactants needed to synthesize it. The reactants are: [CH3:1][O:2][C:3]([C:5]1[S:6][C:7]([C:11]#[C:12][C:13]([CH3:16])([CH3:15])[CH3:14])=[CH:8][C:9]=1Br)=[O:4].C([O-])([O-])=O.[K+].[K+].[CH:23]1([CH:29]2[NH:34][C:33](=[O:35])[CH:32]([CH2:36][CH2:37][CH2:38][OH:39])[O:31][CH2:30]2)[CH2:28][CH2:27][CH2:26][CH2:25][CH2:24]1. (4) Given the product [CH3:18][C:15]1([CH3:19])[CH2:16][O:17][B:12]([C:2]2[CH:7]=[CH:6][C:5]([CH3:8])=[C:4]([N+:9]([O-:11])=[O:10])[CH:3]=2)[O:13][CH2:14]1, predict the reactants needed to synthesize it. The reactants are: Br[C:2]1[CH:7]=[CH:6][C:5]([CH3:8])=[C:4]([N+:9]([O-:11])=[O:10])[CH:3]=1.[B:12]1([B:12]2[O:17][CH2:16][C:15]([CH3:19])([CH3:18])[CH2:14][O:13]2)[O:17][CH2:16][C:15]([CH3:19])([CH3:18])[CH2:14][O:13]1. (5) Given the product [C:17]([NH:21][Si:2]([CH3:16])([CH3:15])[Si:3]([CH:6]1[C:10]([CH3:11])=[C:9]([CH3:12])[C:8]([CH3:13])=[C:7]1[CH3:14])([CH3:5])[CH3:4])([CH3:20])([CH3:19])[CH3:18], predict the reactants needed to synthesize it. The reactants are: Cl[Si:2]([CH3:16])([CH3:15])[Si:3]([CH:6]1[C:10]([CH3:11])=[C:9]([CH3:12])[C:8]([CH3:13])=[C:7]1[CH3:14])([CH3:5])[CH3:4].[C:17]([NH2:21])([CH3:20])([CH3:19])[CH3:18]. (6) Given the product [O:1]1[C:6]2[CH:7]=[CH:8][CH:9]=[C:10]([CH:11]=[CH:14][C:15]([OH:17])=[O:16])[C:5]=2[O:4][CH2:3][CH2:2]1, predict the reactants needed to synthesize it. The reactants are: [O:1]1[C:6]2[CH:7]=[CH:8][CH:9]=[C:10]([CH:11]=O)[C:5]=2[O:4][CH2:3][CH2:2]1.C(O)(=O)[CH2:14][C:15]([OH:17])=[O:16]. (7) Given the product [CH3:1][NH:2][C:3]([C:5]1[C:13]2[C:8](=[CH:9][CH:10]=[C:11]([C:14]([OH:16])=[O:15])[CH:12]=2)[NH:7][N:6]=1)=[O:4], predict the reactants needed to synthesize it. The reactants are: [CH3:1][NH:2][C:3]([C:5]1[C:13]2[C:8](=[CH:9][CH:10]=[C:11]([C:14]([O:16]C)=[O:15])[CH:12]=2)[NH:7][N:6]=1)=[O:4].O.[OH-].[Li+]. (8) Given the product [CH3:31][O:30][C:28](=[O:29])[CH2:27][CH2:26][C:25]([NH:1][C:2]1[CH:3]=[CH:4][C:5]2[C:6](=[O:17])[C:7](=[O:16])[C:8]3[C:13]([C:14]=2[CH:15]=1)=[CH:12][CH:11]=[CH:10][CH:9]=3)=[O:32], predict the reactants needed to synthesize it. The reactants are: [NH2:1][C:2]1[CH:3]=[CH:4][C:5]2[C:6](=[O:17])[C:7](=[O:16])[C:8]3[C:13]([C:14]=2[CH:15]=1)=[CH:12][CH:11]=[CH:10][CH:9]=3.C([O-])([O-])=O.[Na+].[Na+].Cl[C:25](=[O:32])[CH2:26][CH2:27][C:28]([O:30][CH3:31])=[O:29].